This data is from NCI-60 drug combinations with 297,098 pairs across 59 cell lines. The task is: Regression. Given two drug SMILES strings and cell line genomic features, predict the synergy score measuring deviation from expected non-interaction effect. Drug 1: CC1=C(C(CCC1)(C)C)C=CC(=CC=CC(=CC(=O)O)C)C. Cell line: MCF7. Drug 2: CS(=O)(=O)CCNCC1=CC=C(O1)C2=CC3=C(C=C2)N=CN=C3NC4=CC(=C(C=C4)OCC5=CC(=CC=C5)F)Cl. Synergy scores: CSS=10.6, Synergy_ZIP=-4.46, Synergy_Bliss=0.360, Synergy_Loewe=-0.802, Synergy_HSA=1.17.